Predict the reactants needed to synthesize the given product. From a dataset of Full USPTO retrosynthesis dataset with 1.9M reactions from patents (1976-2016). (1) Given the product [Cl:7][C:8]1[CH:15]=[C:14]([CH:13]=[C:10](/[CH:11]=[CH:1]/[CH3:2])[CH:9]=1)[CH2:16][O:17][CH:18]1[CH2:23][CH2:22][CH2:21][CH2:20][O:19]1, predict the reactants needed to synthesize it. The reactants are: [CH3:1][C:2](C)([O-])C.[K+].[Cl:7][C:8]1[CH:9]=[C:10]([CH:13]=[C:14]([CH2:16][O:17][CH:18]2[CH2:23][CH2:22][CH2:21][CH2:20][O:19]2)[CH:15]=1)[CH:11]=O. (2) Given the product [C:1]([N:29]([C:26]1[CH:25]=[CH:24][C:23]([CH:19]([N:14]2[CH:18]=[CH:17][N:16]=[CH:15]2)[CH:20]([CH3:22])[CH3:21])=[CH:28][CH:27]=1)[C:12]([NH2:11])=[S:13])(=[O:8])[C:2]1[CH:7]=[CH:6][CH:5]=[CH:4][CH:3]=1, predict the reactants needed to synthesize it. The reactants are: [C:1](Cl)(=[O:8])[C:2]1[CH:7]=[CH:6][CH:5]=[CH:4][CH:3]=1.[NH4+].[N:11]#[C:12][S-:13].[N:14]1([CH:19]([C:23]2[CH:28]=[CH:27][C:26]([NH2:29])=[CH:25][CH:24]=2)[CH:20]([CH3:22])[CH3:21])[CH:18]=[CH:17][N:16]=[CH:15]1. (3) The reactants are: [NH2:1][C@@H:2]1[CH2:7][O:6][C@H:5]([CH:8]([C:15]2[CH:20]=[CH:19][CH:18]=[CH:17][CH:16]=2)[C:9]2[CH:14]=[CH:13][CH:12]=[CH:11][CH:10]=2)[CH2:4][C@H:3]1[OH:21].[OH:22][C:23]1[CH:30]=[CH:29][C:26]([CH:27]=O)=[CH:25][CH:24]=1.C(O)(=O)C.[BH3-]C#N.[Na+].C([O-])(O)=O.[Na+]. Given the product [CH:8]([C@@H:5]1[CH2:4][C@@H:3]([OH:21])[C@H:2]([NH:1][CH2:27][C:26]2[CH:29]=[CH:30][C:23]([OH:22])=[CH:24][CH:25]=2)[CH2:7][O:6]1)([C:9]1[CH:14]=[CH:13][CH:12]=[CH:11][CH:10]=1)[C:15]1[CH:20]=[CH:19][CH:18]=[CH:17][CH:16]=1, predict the reactants needed to synthesize it. (4) Given the product [C:1]([O:5][C:6]([N:8]1[CH2:13][CH2:12][C:11]2[C:14]3[CH:20]=[CH:19][C:18]([S:21]([C:24]4[CH:29]=[CH:28][CH:27]=[C:26]([O:30][CH2:31][C:32]5[CH:37]=[CH:36][CH:35]=[CH:34][CH:33]=5)[CH:25]=4)(=[O:23])=[O:22])=[CH:17][C:15]=3[O:16][C:10]=2[CH2:9]1)=[O:7])([CH3:4])([CH3:2])[CH3:3], predict the reactants needed to synthesize it. The reactants are: [C:1]([O:5][C:6]([N:8]1[CH2:13][CH2:12][CH:11]2[C:14]3[CH:20]=[CH:19][C:18]([S:21]([C:24]4[CH:29]=[CH:28][CH:27]=[C:26]([O:30][CH2:31][C:32]5[CH:37]=[CH:36][CH:35]=[CH:34][CH:33]=5)[CH:25]=4)(=[O:23])=[O:22])=[CH:17][C:15]=3[O:16][CH:10]2[CH2:9]1)=[O:7])([CH3:4])([CH3:3])[CH3:2].IC1C=CC2C3CCNCC=3OC=2C=1.C(OC1C=C(S)C=CC=1)C1C=CC=CC=1. (5) Given the product [C:1]([O:5][C@@H:6]([C:11]1[C:40]([CH3:41])=[C:39]([Cl:42])[C:38]2=[N:43][C:35]3=[CH:36][N:37]2[C:12]=1[N:13]1[CH2:14][CH2:15][C:16]([CH3:49])([O:17][CH2:18][CH2:19][CH2:20][CH2:21][C@H:22]([CH3:46])[O:23][C:24]2[CH:25]=[CH:26][C:27]([F:45])=[CH:28][C:29]=2[C:30]2[CH:44]=[C:34]3[CH:33]=[CH:32][CH:31]=2)[CH2:47][CH2:48]1)[C:7]([OH:9])=[O:8])([CH3:4])([CH3:2])[CH3:3], predict the reactants needed to synthesize it. The reactants are: [C:1]([O:5][C@@H:6]([C:11]1[C:40]([CH3:41])=[C:39]([Cl:42])[C:38]2=[N:43][C:35]3=[CH:36][N:37]2[C:12]=1[N:13]1[CH2:48][CH2:47][C:16]([CH3:49])([O:17][CH2:18][CH2:19][CH2:20][CH2:21][C@H:22]([CH3:46])[O:23][C:24]2[CH:25]=[CH:26][C:27]([F:45])=[CH:28][C:29]=2[C:30]2[CH:44]=[C:34]3[CH:33]=[CH:32][CH:31]=2)[CH2:15][CH2:14]1)[C:7]([O:9]C)=[O:8])([CH3:4])([CH3:3])[CH3:2].C(O[C@@H](C1C(C)=CC2=NC3=C(Cl)N2C=1N1CCC(C)(OCCCC[C@H](C)OC2C=CC(C)=CC=2C2C=C3C=CC=2)CC1)C(O)=O)(C)(C)C.